Dataset: Reaction yield outcomes from USPTO patents with 853,638 reactions. Task: Predict the reaction yield, written as a fraction of the theoretical maximum amount of product (1.0 means a 100% yield; for example, 0.34 means a 34% yield). The reactants are CC1(C)[N:6]([C:7]2[S:8][C:9]3[CH:15]=[C:14]([CH2:16][N:17]4[C:21]5[CH:22]=[CH:23][C:24]([O:26][CH2:27][CH2:28][OH:29])=[CH:25][C:20]=5[N:19]=[CH:18]4)[CH:13]=[CH:12][C:10]=3[N:11]=2)[C@@H:5]2[CH2:30][CH2:31][CH2:32][CH2:33][C@H:4]2[O:3]1.C(N(CC)CC)C. The catalyst is C(Cl)Cl.Cl. The product is [OH:29][CH2:28][CH2:27][O:26][C:24]1[CH:23]=[CH:22][C:21]2[N:17]([CH2:16][C:14]3[CH:13]=[CH:12][C:10]4[N:11]=[C:7]([NH:6][C@@H:5]5[CH2:30][CH2:31][CH2:32][CH2:33][C@H:4]5[OH:3])[S:8][C:9]=4[CH:15]=3)[CH:18]=[N:19][C:20]=2[CH:25]=1. The yield is 0.470.